Dataset: Reaction yield outcomes from USPTO patents with 853,638 reactions. Task: Predict the reaction yield, written as a fraction of the theoretical maximum amount of product (1.0 means a 100% yield; for example, 0.34 means a 34% yield). (1) The reactants are Cl.C([Si]([O:9][CH:10]([CH2:15][CH2:16][C:17]1[CH:22]=[CH:21][C:20]([C:23]([CH2:42][CH3:43])([C:26]2[CH:31]=[CH:30][C:29]([C:32]3[O:33][C:34]([CH:37]=[CH:38][O:39]C)=[CH:35][CH:36]=3)=[C:28]([CH3:41])[CH:27]=2)[CH2:24][CH3:25])=[CH:19][C:18]=1[CH3:44])[C:11]([CH3:14])([CH3:13])[CH3:12])(C)C)(C)(C)C.C(=O)(O)[O-:46].[Na+].P([O-])(O)(O)=O.[Na+].Cl[O-].[Na+].CC(=CC)C.S(=O)(=O)(O)[O-].[K+]. The catalyst is O1CCCC1.C(OCC)(=O)C. The product is [CH2:42]([C:23]([C:26]1[CH:31]=[CH:30][C:29]([C:32]2[O:33][C:34]([CH2:37][C:38]([OH:46])=[O:39])=[CH:35][CH:36]=2)=[C:28]([CH3:41])[CH:27]=1)([C:20]1[CH:21]=[CH:22][C:17]([CH2:16][CH2:15][CH:10]([OH:9])[C:11]([CH3:13])([CH3:12])[CH3:14])=[C:18]([CH3:44])[CH:19]=1)[CH2:24][CH3:25])[CH3:43]. The yield is 0.0700. (2) The reactants are B.C1COCC1.[Br:7][C:8]1[CH:9]=[CH:10][C:11]2[C:15]3[C:16](=O)[NH:17][CH2:18][CH2:19][CH2:20][C:14]=3[N:13]([CH3:22])[C:12]=2[N:23]=1.Cl.[OH-].[Na+].[CH3:27][C:28]([O:31][C:32](O[C:32]([O:31][C:28]([CH3:30])([CH3:29])[CH3:27])=[O:33])=[O:33])([CH3:30])[CH3:29]. The catalyst is C1COCC1.O.CN(C1C=CN=CC=1)C.C(Cl)Cl. The product is [Br:7][C:8]1[CH:9]=[CH:10][C:11]2[C:15]3[CH2:16][N:17]([C:32]([O:31][C:28]([CH3:30])([CH3:29])[CH3:27])=[O:33])[CH2:18][CH2:19][CH2:20][C:14]=3[N:13]([CH3:22])[C:12]=2[N:23]=1. The yield is 0.810. (3) The reactants are [Cl:1][C:2]1[CH:22]=[CH:21][C:5]2[NH:6][C:7]([CH2:9][NH:10][C:11]3[CH:15]=[CH:14][NH:13][C:12]=3[C:16]([O:18]CC)=O)=[N:8][C:4]=2[CH:3]=1.CN(C=O)C.C([N:36]=[C:37]=[S:38])(=O)C1C=CC=CC=1. The catalyst is C(Cl)Cl. The product is [Cl:1][C:2]1[CH:22]=[CH:21][C:5]2[NH:6][C:7]([CH2:9][N:10]3[C:11]4[CH:15]=[CH:14][NH:13][C:12]=4[C:16](=[O:18])[NH:36][C:37]3=[S:38])=[N:8][C:4]=2[CH:3]=1. The yield is 0.430. (4) The reactants are C(N(CC)CC)C.C1C=CC(N([S:22]([C:25]([F:28])([F:27])[F:26])(=[O:24])=[O:23])[S:22]([C:25]([F:28])([F:27])[F:26])(=[O:24])=[O:23])=CC=1.[F:29][C:30]1[CH:31]=[C:32]([OH:36])[CH:33]=[N:34][CH:35]=1. The catalyst is ClCCl. The product is [F:29][C:30]1[CH:31]=[C:32]([O:36][S:22]([C:25]([F:26])([F:27])[F:28])(=[O:23])=[O:24])[CH:33]=[N:34][CH:35]=1. The yield is 0.520. (5) The reactants are [CH2:1]([C:5]1[N:6]=[C:7]([CH2:27][CH3:28])[NH:8][C:9](=[O:26])[C:10]=1[CH2:11][C:12]1[CH:17]=[CH:16][C:15]([C:18]2[C:19]([C:24]#[N:25])=[CH:20][CH:21]=[CH:22][CH:23]=2)=[CH:14][CH:13]=1)[CH2:2][CH2:3][CH3:4].[CH2:29](Br)[C:30]1[CH:35]=[CH:34][CH:33]=[CH:32][CH:31]=1.C(=O)([O-])[O-].[Cs+].[Cs+]. The catalyst is CN(C)C(=O)C.C(OCC)(=O)C. The product is [CH2:29]([N:8]1[C:9](=[O:26])[C:10]([CH2:11][C:12]2[CH:17]=[CH:16][C:15]([C:18]3[C:19]([C:24]#[N:25])=[CH:20][CH:21]=[CH:22][CH:23]=3)=[CH:14][CH:13]=2)=[C:5]([CH2:1][CH2:2][CH2:3][CH3:4])[N:6]=[C:7]1[CH2:27][CH3:28])[C:30]1[CH:35]=[CH:34][CH:33]=[CH:32][CH:31]=1. The yield is 0.590.